Dataset: Catalyst prediction with 721,799 reactions and 888 catalyst types from USPTO. Task: Predict which catalyst facilitates the given reaction. (1) The catalyst class is: 14. Reactant: C(OC(=O)[NH:5][C:6]1[C:15]([Cl:16])=[CH:14][C:13]2[C:8](=[CH:9][CH:10]=[CH:11][CH:12]=2)[CH:7]=1)C.[OH-].[K+]. Product: [Cl:16][C:15]1[C:6]([NH2:5])=[CH:7][C:8]2[C:13]([CH:14]=1)=[CH:12][CH:11]=[CH:10][CH:9]=2. (2) Reactant: C1C[C@H]2N(C[C@H]3[C@@H]4CCCCN4C[C@@H]2C3)CC1.[Li]C(CC)C.[C:23]([N:30]1[CH2:34][CH2:33][CH2:32][CH2:31]1)([O:25][C:26]([CH3:29])([CH3:28])[CH3:27])=[O:24].[CH2:35]([N:42]([CH2:53][C:54]1[CH:59]=[CH:58][CH:57]=[CH:56][CH:55]=1)[C@@H:43]([CH2:46][C:47]1[CH:52]=[CH:51][CH:50]=[CH:49][CH:48]=1)[CH:44]=[O:45])[C:36]1[CH:41]=[CH:40][CH:39]=[CH:38][CH:37]=1. Product: [CH2:53]([N:42]([CH2:35][C:36]1[CH:37]=[CH:38][CH:39]=[CH:40][CH:41]=1)[C@@H:43]([CH2:46][C:47]1[CH:48]=[CH:49][CH:50]=[CH:51][CH:52]=1)[C@@H:44]([C@H:34]1[CH2:33][CH2:32][CH2:31][N:30]1[C:23]([O:25][C:26]([CH3:29])([CH3:28])[CH3:27])=[O:24])[OH:45])[C:54]1[CH:55]=[CH:56][CH:57]=[CH:58][CH:59]=1. The catalyst class is: 316. (3) Reactant: [CH2:1]1[CH2:5]OC[CH2:2]1.[CH2:6]([O:8][C:9](=[O:22])[CH2:10][C:11]([C:14]1[CH:19]=[CH:18][C:17]([Cl:20])=[CH:16][C:15]=1[Cl:21])([CH3:13])[CH3:12])[CH3:7].[Li+].CC([N-]C(C)C)C.C(Br)C=C. Product: [CH2:6]([O:8][C:9](=[O:22])[CH:10]([C:11]([C:14]1[CH:19]=[CH:18][C:17]([Cl:20])=[CH:16][C:15]=1[Cl:21])([CH3:13])[CH3:12])[CH2:5][CH:1]=[CH2:2])[CH3:7]. The catalyst class is: 27. (4) The catalyst class is: 12. Product: [ClH:34].[CH3:1][O:2][C:3](=[O:33])[C@H:4]([CH2:13][C:14]1[CH:15]=[CH:16][C:17]([C:20]2[C:21](=[O:32])[N:22]([CH3:31])[C:23]([C:27]([F:28])([F:29])[F:30])=[CH:24][C:25]=2[CH3:26])=[CH:18][CH:19]=1)[NH2:5]. Reactant: [CH3:1][O:2][C:3](=[O:33])[C@H:4]([CH2:13][C:14]1[CH:19]=[CH:18][C:17]([C:20]2[C:21](=[O:32])[N:22]([CH3:31])[C:23]([C:27]([F:30])([F:29])[F:28])=[CH:24][C:25]=2[CH3:26])=[CH:16][CH:15]=1)[NH:5]C(OC(C)(C)C)=O.[ClH:34]. (5) Reactant: [Cl:1][C:2]1[N:7]=[CH:6][C:5]([CH2:8][OH:9])=[CH:4][N:3]=1.[CH3:10][O:11][C:12]1[CH:13]=[C:14](O)[CH:15]=[C:16]([O:18][CH3:19])[CH:17]=1.C(P(CCCC)CCCC)CCC.N(C(N1CCCCC1)=O)=NC(N1CCCCC1)=O. Product: [Cl:1][C:2]1[N:7]=[CH:6][C:5]([CH2:8][O:9][C:14]2[CH:13]=[C:12]([O:11][CH3:10])[CH:17]=[C:16]([O:18][CH3:19])[CH:15]=2)=[CH:4][N:3]=1. The catalyst class is: 7. (6) Product: [Cl:1][C:2]1[CH:3]=[CH:4][C:5]2[N:6]([C:8]([C:42]3[CH:47]=[CH:46][CH:45]=[C:44]([F:48])[CH:43]=3)=[C:9]([C:11]([O:13][CH2:14][CH3:15])=[O:12])[N:10]=2)[CH:7]=1. Reactant: [Cl:1][C:2]1[CH:3]=[CH:4][C:5]2[N:6]([CH:8]=[C:9]([C:11]([O:13][CH2:14][CH3:15])=[O:12])[N:10]=2)[CH:7]=1.C(=O)([O-])[O-].[Cs+].[Cs+].C1(P(C2C=CC=CC=2)C2C=CC=CC=2)C=CC=CC=1.Br[C:42]1[CH:47]=[CH:46][CH:45]=[C:44]([F:48])[CH:43]=1. The catalyst class is: 160. (7) Reactant: [OH:1][CH2:2][C:3]1[CH:8]=[CH:7][CH:6]=[CH:5][C:4]=1[N:9]1[C:33](=[O:34])[C:12]2=[CH:13][N:14]([CH2:21][C:22]3[CH:27]=[CH:26][C:25]([N:28]4[CH:32]=[CH:31][CH:30]=[N:29]4)=[CH:24][CH:23]=3)[C:15]3[CH:16]=[CH:17][CH:18]=[CH:19][C:20]=3[C:11]2=[N:10]1.C(N(C(C)C)CC)(C)C.[CH3:44][S:45](Cl)(=[O:47])=[O:46]. Product: [CH3:44][S:45]([O:1][CH2:2][C:3]1[CH:8]=[CH:7][CH:6]=[CH:5][C:4]=1[N:9]1[C:33](=[O:34])[C:12]2=[CH:13][N:14]([CH2:21][C:22]3[CH:27]=[CH:26][C:25]([N:28]4[CH:32]=[CH:31][CH:30]=[N:29]4)=[CH:24][CH:23]=3)[C:15]3[CH:16]=[CH:17][CH:18]=[CH:19][C:20]=3[C:11]2=[N:10]1)(=[O:47])=[O:46]. The catalyst class is: 4.